From a dataset of Forward reaction prediction with 1.9M reactions from USPTO patents (1976-2016). Predict the product of the given reaction. (1) Given the reactants [N+:1]([C:4]1[CH:10]=[CH:9][CH:8]=[CH:7][C:5]=1[NH2:6])([O-])=O.[CH:11](=O)[CH2:12][CH3:13], predict the reaction product. The product is: [CH2:12]([CH:11]1[NH:6][C:5]2[C:4](=[CH:10][CH:9]=[CH:8][CH:7]=2)[N:1]2[CH:10]=[CH:4][CH:5]=[C:7]12)[CH3:13]. (2) Given the reactants [N+:1]([C:4]1[CH:11]=[CH:10][C:7]([CH2:8]Br)=[CH:6][CH:5]=1)([O-:3])=[O:2].[P:12]([O:21]C(C)C)([O:17][CH:18]([CH3:20])[CH3:19])[O:13][CH:14]([CH3:16])[CH3:15], predict the reaction product. The product is: [N+:1]([C:4]1[CH:11]=[CH:10][C:7]([CH2:8][P:12](=[O:21])([O:17][CH:18]([CH3:20])[CH3:19])[O:13][CH:14]([CH3:16])[CH3:15])=[CH:6][CH:5]=1)([O-:3])=[O:2]. (3) Given the reactants [CH3:1][O:2][C:3](=[O:19])[CH:4]([O:17][CH3:18])[CH2:5][C:6]1[CH:15]=[C:14]([OH:16])[C:13]2[C:8](=[CH:9][CH:10]=[CH:11][CH:12]=2)[CH:7]=1.[CH3:20][C:21]1[C:26]([CH2:27][CH2:28]O)=[CH:25][CH:24]=[C:23]([C:30]2[CH:35]=[CH:34][C:33]([C:36]([F:39])([F:38])[F:37])=[CH:32][CH:31]=2)[N:22]=1.C1(P(C2C=CC=CC=2)C2C=CC=CC=2)C=CC=CC=1.N(C(OC(C)(C)C)=O)=NC(OC(C)(C)C)=O, predict the reaction product. The product is: [CH3:1][O:2][C:3](=[O:19])[CH:4]([O:17][CH3:18])[CH2:5][C:6]1[CH:15]=[C:14]([O:16][CH2:28][CH2:27][C:26]2[C:21]([CH3:20])=[N:22][C:23]([C:30]3[CH:35]=[CH:34][C:33]([C:36]([F:39])([F:37])[F:38])=[CH:32][CH:31]=3)=[CH:24][CH:25]=2)[C:13]2[C:8](=[CH:9][CH:10]=[CH:11][CH:12]=2)[CH:7]=1.